Dataset: Forward reaction prediction with 1.9M reactions from USPTO patents (1976-2016). Task: Predict the product of the given reaction. (1) The product is: [ClH:1].[CH3:2][C:3]1[NH:7][CH:6]=[N:5][C:4]=1[CH2:8][CH2:9][C:10]([OH:12])=[O:11]. Given the reactants [ClH:1].[CH3:2][C:3]1[NH:7][CH:6]=[N:5][C:4]=1/[CH:8]=[CH:9]/[C:10]([OH:12])=[O:11], predict the reaction product. (2) Given the reactants C[O:2][C:3](=O)[C:4]1[CH:9]=[CH:8][C:7]([CH2:10][S:11]([C:14]2[CH:15]=[N:16][CH:17]=[CH:18][CH:19]=2)(=[O:13])=[O:12])=[CH:6][C:5]=1[C:20]1[CH:25]=[CH:24][CH:23]=[CH:22][CH:21]=1.[CH3:27][O:28][C:29](=[O:36])[C@H:30]([CH2:32][CH2:33][S:34][CH3:35])[NH2:31], predict the reaction product. The product is: [CH3:27][O:28][C:29](=[O:36])[C@H:30]([CH2:32][CH2:33][S:34][CH3:35])[NH:31][C:3](=[O:2])[C:4]1[CH:9]=[CH:8][C:7]([CH2:10][S:11]([C:14]2[CH:15]=[N:16][CH:17]=[CH:18][CH:19]=2)(=[O:13])=[O:12])=[CH:6][C:5]=1[C:20]1[CH:25]=[CH:24][CH:23]=[CH:22][CH:21]=1. (3) Given the reactants [CH2:1](I)[CH:2]=[CH2:3].C(=O)([O-])[O-].[K+].[K+].[Br:11][C:12]1[CH:13]=[C:14]2[C:19](=[CH:20][CH:21]=1)[C:18](=[O:22])[NH:17][C:16](=[O:23])/[C:15]/2=[CH:24]\[NH:25][CH2:26][C:27]1[CH:32]=[CH:31][C:30]([OH:33])=[C:29]([OH:34])[CH:28]=1, predict the reaction product. The product is: [CH2:1]([O:33][C:30]1[CH:31]=[CH:32][C:27]([CH2:26][NH:25]/[CH:24]=[C:15]2\[C:16](=[O:23])[NH:17][C:18](=[O:22])[C:19]3[C:14]\2=[CH:13][C:12]([Br:11])=[CH:21][CH:20]=3)=[CH:28][C:29]=1[OH:34])[CH:2]=[CH2:3]. (4) Given the reactants O.Cl.[NH2:3][C@H:4]([C:7]([OH:9])=[O:8])[CH2:5][SH:6].C([O-])(=O)C.[K+].CO.[N:17]1([CH2:23][C:24]2[CH:25]=[C:26]([CH:29]=[CH:30][CH:31]=2)[CH:27]=O)[CH2:22][CH2:21][O:20][CH2:19][CH2:18]1, predict the reaction product. The product is: [N:17]1([CH2:23][C:24]2[CH:25]=[C:26]([C@@H:27]3[NH:3][CH:4]([C:7]([OH:9])=[O:8])[CH2:5][S:6]3)[CH:29]=[CH:30][CH:31]=2)[CH2:18][CH2:19][O:20][CH2:21][CH2:22]1. (5) Given the reactants [NH:1]1[C:9]2[C:4](=[CH:5][C:6]([O:10][C:11]3[CH:32]=[C:31]([N:33]4[CH2:38][CH2:37][N:36]([CH2:39][C:40]5[CH2:45][CH2:44][C:43]([CH3:47])([CH3:46])[CH2:42][C:41]=5[C:48]5[CH:53]=[CH:52][C:51]([Cl:54])=[CH:50][CH:49]=5)[CH2:35][CH2:34]4)[CH:30]=[CH:29][C:12]=3[C:13]([NH:15][S:16]([C:19]3[CH:24]=[CH:23][C:22](Cl)=[C:21]([N+:26]([O-:28])=[O:27])[CH:20]=3)(=[O:18])=[O:17])=[O:14])=[CH:7][CH:8]=2)[CH:3]=[CH:2]1.[NH2:55][C@@H:56]1[CH2:61][CH2:60][N:59]([CH2:62][C:63]2[CH:68]=[CH:67][CH:66]=[CH:65][CH:64]=2)[CH2:58][C@@H:57]1[OH:69].Cl.C(N(CC)CC)C, predict the reaction product. The product is: [CH2:62]([N:59]1[CH2:60][CH2:61][C@@H:56]([NH:55][C:22]2[CH:23]=[CH:24][C:19]([S:16]([NH:15][C:13](=[O:14])[C:12]3[CH:29]=[CH:30][C:31]([N:33]4[CH2:34][CH2:35][N:36]([CH2:39][C:40]5[CH2:45][CH2:44][C:43]([CH3:46])([CH3:47])[CH2:42][C:41]=5[C:48]5[CH:53]=[CH:52][C:51]([Cl:54])=[CH:50][CH:49]=5)[CH2:37][CH2:38]4)=[CH:32][C:11]=3[O:10][C:6]3[CH:5]=[C:4]4[C:9](=[CH:8][CH:7]=3)[NH:1][CH:2]=[CH:3]4)(=[O:17])=[O:18])=[CH:20][C:21]=2[N+:26]([O-:28])=[O:27])[C@@H:57]([OH:69])[CH2:58]1)[C:63]1[CH:64]=[CH:65][CH:66]=[CH:67][CH:68]=1.